This data is from Peptide-MHC class I binding affinity with 185,985 pairs from IEDB/IMGT. The task is: Regression. Given a peptide amino acid sequence and an MHC pseudo amino acid sequence, predict their binding affinity value. This is MHC class I binding data. (1) The peptide sequence is DSKGISHFY. The MHC is HLA-A29:02 with pseudo-sequence HLA-A29:02. The binding affinity (normalized) is 0.495. (2) The peptide sequence is TTQDCNCSI. The MHC is Patr-B0101 with pseudo-sequence Patr-B0101. The binding affinity (normalized) is 0.489.